Dataset: NCI-60 drug combinations with 297,098 pairs across 59 cell lines. Task: Regression. Given two drug SMILES strings and cell line genomic features, predict the synergy score measuring deviation from expected non-interaction effect. (1) Drug 1: CC1OCC2C(O1)C(C(C(O2)OC3C4COC(=O)C4C(C5=CC6=C(C=C35)OCO6)C7=CC(=C(C(=C7)OC)O)OC)O)O. Drug 2: CC1=C2C(C(=O)C3(C(CC4C(C3C(C(C2(C)C)(CC1OC(=O)C(C(C5=CC=CC=C5)NC(=O)OC(C)(C)C)O)O)OC(=O)C6=CC=CC=C6)(CO4)OC(=O)C)O)C)O. Cell line: HOP-62. Synergy scores: CSS=25.4, Synergy_ZIP=-7.46, Synergy_Bliss=-6.34, Synergy_Loewe=-8.91, Synergy_HSA=-5.30. (2) Drug 1: C1=NC2=C(N1)C(=S)N=CN2. Drug 2: CC1C(C(CC(O1)OC2CC(CC3=C2C(=C4C(=C3O)C(=O)C5=CC=CC=C5C4=O)O)(C(=O)C)O)N)O. Cell line: MDA-MB-435. Synergy scores: CSS=52.2, Synergy_ZIP=-10.4, Synergy_Bliss=-10.0, Synergy_Loewe=-9.09, Synergy_HSA=-6.47.